This data is from Forward reaction prediction with 1.9M reactions from USPTO patents (1976-2016). The task is: Predict the product of the given reaction. (1) Given the reactants [NH2:1][C:2]1[C:3]([C:9]([O:11]C)=O)=[N:4][C:5]([Br:8])=[CH:6][N:7]=1.O.[NH2:14][NH2:15], predict the reaction product. The product is: [NH2:1][C:2]1[C:3]([C:9]([NH:14][NH2:15])=[O:11])=[N:4][C:5]([Br:8])=[CH:6][N:7]=1. (2) Given the reactants [OH:1][NH:2][C:3]1([C:11]#N)[CH2:8][CH2:7][N:6]([O:9][CH3:10])[CH2:5][CH2:4]1.S(=O)(=O)(O)[OH:14].[CH3:18][OH:19], predict the reaction product. The product is: [CH3:18][O:19][C:11]([C:3]1([NH:2][OH:1])[CH2:8][CH2:7][N:6]([O:9][CH3:10])[CH2:5][CH2:4]1)=[O:14].